Dataset: Full USPTO retrosynthesis dataset with 1.9M reactions from patents (1976-2016). Task: Predict the reactants needed to synthesize the given product. (1) Given the product [C:1]([C:5]1[CH:10]=[CH:9][C:8]([NH:11][C:12]([NH:14][C@@H:15]([CH3:19])[CH2:16][CH:17]=[O:18])=[O:13])=[CH:7][CH:6]=1)([CH3:4])([CH3:2])[CH3:3], predict the reactants needed to synthesize it. The reactants are: [C:1]([C:5]1[CH:10]=[CH:9][C:8]([NH:11][C:12]([NH:14][C@@H:15]([CH3:19])[CH2:16][CH2:17][OH:18])=[O:13])=[CH:7][CH:6]=1)([CH3:4])([CH3:3])[CH3:2]. (2) Given the product [C:8]1([C:5]2[N:6]=[N:7][C:2]([N:24]3[CH2:29][CH2:28][CH2:27][CH2:26][CH2:25]3)=[CH:3][C:4]=2[C:18]2[CH:23]=[CH:22][N:21]=[CH:20][CH:19]=2)[C:17]2[C:12](=[CH:13][CH:14]=[CH:15][CH:16]=2)[CH:11]=[CH:10][CH:9]=1, predict the reactants needed to synthesize it. The reactants are: Cl[C:2]1[N:7]=[N:6][C:5]([C:8]2[C:17]3[C:12](=[CH:13][CH:14]=[CH:15][CH:16]=3)[CH:11]=[CH:10][CH:9]=2)=[C:4]([C:18]2[CH:23]=[CH:22][N:21]=[CH:20][CH:19]=2)[CH:3]=1.[NH:24]1[CH2:29][CH2:28][CH2:27][CH2:26][CH2:25]1. (3) The reactants are: [H-].[Na+:2].[CH3:3][O:4][CH:5]([O:9][CH3:10])[CH2:6][C:7]#[N:8].[CH:11](OC)=[O:12]. Given the product [C:7](/[C:6](/[CH:5]([O:9][CH3:10])[O:4][CH3:3])=[CH:11]\[O-:12])#[N:8].[Na+:2], predict the reactants needed to synthesize it. (4) Given the product [Cl:5][C:6]1[C:14]([I:15])=[CH:13][C:9]([C:10]([NH:23][C:22]2[CH:24]=[CH:25][C:19]([O:18][C:17]([F:16])([F:26])[F:27])=[CH:20][CH:21]=2)=[O:12])=[CH:8][N:7]=1, predict the reactants needed to synthesize it. The reactants are: O=S(Cl)Cl.[Cl:5][C:6]1[C:14]([I:15])=[CH:13][C:9]([C:10]([OH:12])=O)=[CH:8][N:7]=1.[F:16][C:17]([F:27])([F:26])[O:18][C:19]1[CH:25]=[CH:24][C:22]([NH2:23])=[CH:21][CH:20]=1.CCN(C(C)C)C(C)C.